This data is from Peptide-MHC class I binding affinity with 185,985 pairs from IEDB/IMGT. The task is: Regression. Given a peptide amino acid sequence and an MHC pseudo amino acid sequence, predict their binding affinity value. This is MHC class I binding data. (1) The peptide sequence is LSCAVHLIIY. The MHC is HLA-A68:01 with pseudo-sequence HLA-A68:01. The binding affinity (normalized) is 0.456. (2) The peptide sequence is DIVRVFNEY. The MHC is HLA-A03:01 with pseudo-sequence HLA-A03:01. The binding affinity (normalized) is 0.0847. (3) The peptide sequence is TMMRHRREL. The MHC is HLA-B18:01 with pseudo-sequence HLA-B18:01. The binding affinity (normalized) is 0.0847. (4) The peptide sequence is RMRRAEPAA. The MHC is HLA-B44:03 with pseudo-sequence HLA-B44:03. The binding affinity (normalized) is 0.0555. (5) The peptide sequence is KTYYHHTGY. The MHC is BoLA-T2a with pseudo-sequence BoLA-T2a. The binding affinity (normalized) is 0.434.